This data is from Full USPTO retrosynthesis dataset with 1.9M reactions from patents (1976-2016). The task is: Predict the reactants needed to synthesize the given product. (1) The reactants are: Br[C:2]1[CH:11]=[CH:10][CH:9]=[C:8]2[C:3]=1[CH2:4][CH2:5][N:6]1[C:16](=[O:17])[CH2:15][N:14]=[C:13]([N:18]3[CH:22]=[C:21]([CH:23]4[CH2:25][CH2:24]4)[N:20]=[CH:19]3)[CH:12]=[C:7]12.[F:26][C:27]1[N:32]=[CH:31][C:30](B(O)O)=[CH:29][CH:28]=1.C([O-])([O-])=O.[Na+].[Na+].COCCOC. Given the product [CH:23]1([C:21]2[N:20]=[CH:19][N:18]([C:13]3[CH:12]=[C:7]4[C:8]5[C:3]([CH2:4][CH2:5][N:6]4[C:16](=[O:17])[CH2:15][N:14]=3)=[C:2]([C:30]3[CH:31]=[N:32][C:27]([F:26])=[CH:28][CH:29]=3)[CH:11]=[CH:10][CH:9]=5)[CH:22]=2)[CH2:24][CH2:25]1, predict the reactants needed to synthesize it. (2) The reactants are: [Cl:1][C:2]1[CH:7]=[C:6]([O:8][C:9]2[CH:14]=[CH:13][C:12]([Cl:15])=[CH:11][CH:10]=2)[CH:5]=[CH:4][C:3]=1[C:16](=[O:26])[CH:17]([N:21]1[CH:25]=[N:24][CH:23]=[N:22]1)[CH2:18][CH:19]=[CH2:20].B1C2CCCC1CCC2.[OH-:36].[Na+].OO. Given the product [Cl:1][C:2]1[CH:7]=[C:6]([O:8][C:9]2[CH:14]=[CH:13][C:12]([Cl:15])=[CH:11][CH:10]=2)[CH:5]=[CH:4][C:3]=1[C:16]1([OH:36])[CH:17]([N:21]2[CH:25]=[N:24][CH:23]=[N:22]2)[CH2:18][CH2:19][CH2:20][O:26]1, predict the reactants needed to synthesize it. (3) Given the product [Cl:10][C:7]1[CH:8]=[CH:9][C:4]([CH2:1][CH:2]2[CH2:3][N:17]2[S:18]([C:21]2[CH:26]=[CH:25][C:24]([CH3:27])=[CH:23][CH:22]=2)(=[O:19])=[O:20])=[CH:5][C:6]=1[O:11][CH2:12][CH2:13][O:14][CH3:15], predict the reactants needed to synthesize it. The reactants are: [CH2:1]([C:4]1[CH:9]=[CH:8][C:7]([Cl:10])=[C:6]([O:11][CH2:12][CH2:13][O:14][CH3:15])[CH:5]=1)[CH:2]=[CH2:3].Cl[N:17]([Na])[S:18]([C:21]1[CH:26]=[CH:25][C:24]([CH3:27])=[CH:23][CH:22]=1)(=[O:20])=[O:19].[Br-].[Br-].[Br-].C1([N+](C)(C)C)C=CC=CC=1.C1([N+](C)(C)C)C=CC=CC=1.C1([N+](C)(C)C)C=CC=CC=1. (4) Given the product [C:17]([NH:11][C@H:8]([C:9]#[CH:10])[CH2:7][C:1]1[CH:6]=[CH:5][CH:4]=[CH:3][CH:2]=1)([O:19][CH2:20][CH:21]1[C:22]2[C:27](=[CH:26][CH:25]=[CH:24][CH:23]=2)[C:28]2[C:33]1=[CH:32][CH:31]=[CH:30][CH:29]=2)=[O:18], predict the reactants needed to synthesize it. The reactants are: [C:1]1([CH2:7][C@H:8]([NH2:11])[C:9]#[CH:10])[CH:6]=[CH:5][CH:4]=[CH:3][CH:2]=1.C([O-])(O)=O.[Na+].[C:17](ON1C(=O)CCC1=O)([O:19][CH2:20][CH:21]1[C:33]2[C:28](=[CH:29][CH:30]=[CH:31][CH:32]=2)[C:27]2[C:22]1=[CH:23][CH:24]=[CH:25][CH:26]=2)=[O:18]. (5) The reactants are: Br[C:2]1[CH:11]=[N:10][CH:9]=[CH:8][C:3]=1[C:4]([O:6][CH3:7])=[O:5].[F:12][C:13]1[CH:20]=[CH:19][C:16]([CH2:17][NH2:18])=[CH:15][CH:14]=1.CC1(C)C2C(=C(P(C3C=CC=CC=3)C3C=CC=CC=3)C=CC=2)OC2C(P(C3C=CC=CC=3)C3C=CC=CC=3)=CC=CC1=2.C(=O)([O-])[O-].[Cs+].[Cs+]. Given the product [F:12][C:13]1[CH:20]=[CH:19][C:16]([CH2:17][NH:18][C:2]2[CH:11]=[N:10][CH:9]=[CH:8][C:3]=2[C:4]([O:6][CH3:7])=[O:5])=[CH:15][CH:14]=1, predict the reactants needed to synthesize it. (6) Given the product [Cl:7][C:5]1[N:6]=[C:2]([CH:32]([OH:33])[CH2:31][C:28]2[CH:29]=[CH:30][C:23]([F:22])=[C:24]([CH:27]=2)[C:25]#[N:26])[N:3]([CH2:9][O:10][CH2:11][CH2:12][Si:13]([CH3:16])([CH3:15])[CH3:14])[C:4]=1[Cl:8], predict the reactants needed to synthesize it. The reactants are: Br[C:2]1[N:3]([CH2:9][O:10][CH2:11][CH2:12][Si:13]([CH3:16])([CH3:15])[CH3:14])[C:4]([Cl:8])=[C:5]([Cl:7])[N:6]=1.[Li]CCCC.[F:22][C:23]1[CH:30]=[CH:29][C:28]([CH2:31][CH:32]=[O:33])=[CH:27][C:24]=1[C:25]#[N:26]. (7) Given the product [NH2:25][C:8]1[N:7]=[C:6]([O:5][CH2:1][CH2:2][CH2:3][CH3:4])[N:14]=[C:13]2[C:9]=1[NH:10][C:11](=[O:23])[N:12]2[CH2:15][CH2:16][CH:17]1[CH2:22][CH2:21][CH2:20][N:19]([CH2:27][CH2:28][OH:29])[CH2:18]1, predict the reactants needed to synthesize it. The reactants are: [CH2:1]([O:5][C:6]1[N:14]=[C:13]2[C:9]([N:10]=[C:11]([O:23]C)[N:12]2[CH2:15][CH2:16][CH:17]2[CH2:22][CH2:21][CH2:20][NH:19][CH2:18]2)=[C:8]([NH2:25])[N:7]=1)[CH2:2][CH2:3][CH3:4].Br[CH2:27][CH2:28][OH:29]. (8) Given the product [CH3:20][O:19][C:14]1([CH2:16][O:17][CH3:18])[CH2:13][CH2:12][C:5]2[C:6]3[C:7]([OH:8])=[N:23][CH:21]=[N:1][C:2]=3[S:3][C:4]=2[CH2:15]1, predict the reactants needed to synthesize it. The reactants are: [NH2:1][C:2]1[S:3][C:4]2[CH2:15][C:14]([O:19][CH3:20])([CH2:16][O:17][CH3:18])[CH2:13][CH2:12][C:5]=2[C:6]=1[C:7](OCC)=[O:8].[CH:21]([NH2:23])=O.C([O-])=O.[NH4+]. (9) Given the product [Cl:21][C:22]1[CH:27]=[C:26]([C:13]2[CH:12]=[N:11][C:7]3[NH:8][CH2:9][CH2:10][N:5]([CH2:4][C:3]4[C:2]([Cl:1])=[CH:19][CH:18]=[CH:17][C:16]=4[Cl:20])[C:6]=3[CH:14]=2)[CH:25]=[CH:24][N:23]=1, predict the reactants needed to synthesize it. The reactants are: [Cl:1][C:2]1[CH:19]=[CH:18][CH:17]=[C:16]([Cl:20])[C:3]=1[CH2:4][N:5]1[CH2:10][CH2:9][NH:8][C:7]2[N:11]=[CH:12][C:13](I)=[CH:14][C:6]1=2.[Cl:21][C:22]1[CH:27]=[C:26](B(O)O)[CH:25]=[CH:24][N:23]=1. (10) Given the product [CH2:1]([O:8][C:9]1[C:10](=[O:29])[CH:11]=[C:12]([CH2:17][NH:18][S:19]([C:22]2[CH:23]=[CH:24][C:25]([Cl:28])=[CH:26][CH:27]=2)(=[O:21])=[O:20])[O:13][C:14]=1[C:15]([OH:37])=[O:16])[C:2]1[CH:7]=[CH:6][CH:5]=[CH:4][CH:3]=1, predict the reactants needed to synthesize it. The reactants are: [CH2:1]([O:8][C:9]1[C:10](=[O:29])[CH:11]=[C:12]([CH2:17][NH:18][S:19]([C:22]2[CH:27]=[CH:26][C:25]([Cl:28])=[CH:24][CH:23]=2)(=[O:21])=[O:20])[O:13][C:14]=1[CH:15]=[O:16])[C:2]1[CH:7]=[CH:6][CH:5]=[CH:4][CH:3]=1.C1(S(C(N)C2OC(C(O)=O)=C(OCC3C=CC=CC=3)C(=O)C=2)(=O)=[O:37])C=CC=CC=1.